From a dataset of Forward reaction prediction with 1.9M reactions from USPTO patents (1976-2016). Predict the product of the given reaction. (1) Given the reactants [Na].[I-:2].C([O-])(=O)C.[NH4+].C(OO)(=O)C.C([Sn](CCCC)(CCCC)[C:18]1[N:19]=[N:20][N:21]([CH2:23][CH2:24][CH2:25][CH2:26][CH2:27][CH2:28][CH2:29][CH2:30][CH2:31][C:32]([OH:34])=[O:33])[CH:22]=1)CCC.C(#N)C, predict the reaction product. The product is: [I:2][C:18]1[N:19]=[N:20][N:21]([CH2:23][CH2:24][CH2:25][CH2:26][CH2:27][CH2:28][CH2:29][CH2:30][CH2:31][C:32]([OH:34])=[O:33])[CH:22]=1. (2) Given the reactants CC1(C)C(C)(C)OB([C:9]2[CH:18]=[CH:17][CH:16]=[C:15]3[C:10]=2[CH2:11][CH2:12][N:13]([C:19]([O:21][C:22]([CH3:25])([CH3:24])[CH3:23])=[O:20])[CH2:14]3)O1.Br[C:28]1[S:32][C:31]([C:33]2[CH:34]=[CH:35][C:36]([O:41][CH:42]([CH3:44])[CH3:43])=[C:37]([CH:40]=2)[C:38]#[N:39])=[N:30][N:29]=1.C([O-])([O-])=O.[Na+].[Na+], predict the reaction product. The product is: [C:38]([C:37]1[CH:40]=[C:33]([C:31]2[S:32][C:28]([C:9]3[CH:18]=[CH:17][CH:16]=[C:15]4[C:10]=3[CH2:11][CH2:12][N:13]([C:19]([O:21][C:22]([CH3:23])([CH3:24])[CH3:25])=[O:20])[CH2:14]4)=[N:29][N:30]=2)[CH:34]=[CH:35][C:36]=1[O:41][CH:42]([CH3:44])[CH3:43])#[N:39]. (3) Given the reactants [Cl:1][C:2]1[CH:3]=[CH:4][C:5]2[S:9][C:8]([S:10](Cl)(=[O:12])=[O:11])=[C:7]([CH3:14])[C:6]=2[CH:15]=1.[O:16]1[C:20]([C:21]2[CH:22]=[C:23]([CH:25]=[CH:26][CH:27]=2)[NH2:24])=[CH:19][N:18]=[CH:17]1, predict the reaction product. The product is: [Cl:1][C:2]1[CH:3]=[CH:4][C:5]2[S:9][C:8]([S:10]([NH:24][C:23]3[CH:25]=[CH:26][CH:27]=[C:21]([C:20]4[O:16][CH:17]=[N:18][CH:19]=4)[CH:22]=3)(=[O:12])=[O:11])=[C:7]([CH3:14])[C:6]=2[CH:15]=1. (4) Given the reactants [H-].[Na+].[CH2:3]([OH:7])[C:4]#[C:5][CH3:6].Cl[C:9]1[CH:14]=[C:13]([O:15][CH:16]2[CH2:21][CH2:20][CH2:19][CH2:18][CH:17]2[Cl:22])[N:12]=[CH:11][N:10]=1.[Cl-].[NH4+], predict the reaction product. The product is: [CH2:3]([O:7][C:9]1[N:10]=[CH:11][N:12]=[C:13]([O:15][CH:16]2[CH2:21][CH2:20][CH2:19][CH2:18][CH:17]2[Cl:22])[CH:14]=1)[C:4]#[C:5][CH3:6]. (5) Given the reactants [Br:1][C:2]1[CH:7]=[CH:6][N:5]2[N:8]=[C:9]([C:17]3[CH:22]=[CH:21][C:20]([O:23][CH3:24])=[CH:19][CH:18]=3)[C:10]([C:11]3[NH:15][C:14](=[O:16])[O:13][N:12]=3)=[C:4]2[CH:3]=1.Br[CH2:26][CH2:27][Cl:28].N12CCCN=C1CCCCC2, predict the reaction product. The product is: [Br:1][C:2]1[CH:7]=[CH:6][N:5]2[N:8]=[C:9]([C:17]3[CH:22]=[CH:21][C:20]([O:23][CH3:24])=[CH:19][CH:18]=3)[C:10]([C:11]3[N:15]([CH2:26][CH2:27][Cl:28])[C:14](=[O:16])[O:13][N:12]=3)=[C:4]2[CH:3]=1. (6) Given the reactants [CH3:1][N:2]([CH2:13][C:14]1[NH:18][C:17]2[CH:19]=[CH:20][CH:21]=[C:22]([C:23](O)=[O:24])[C:16]=2[N:15]=1)[CH:3]1[C:12]2[N:11]=[CH:10][CH:9]=[CH:8][C:7]=2[CH2:6][CH2:5][CH2:4]1.O=C1N(P(Cl)(N2CCOC2=O)=O)CCO1.[CH3:41][CH:42]1[NH:47][CH2:46][CH2:45][N:44](C(OC(C)(C)C)=O)[CH2:43]1.C(N(CC)C(C)C)(C)C, predict the reaction product. The product is: [CH3:1][N:2]([CH2:13][C:14]1[NH:18][C:17]2[CH:19]=[CH:20][CH:21]=[C:22]([C:23]([N:47]3[CH2:46][CH2:45][NH:44][CH2:43][CH:42]3[CH3:41])=[O:24])[C:16]=2[N:15]=1)[CH:3]1[C:12]2[N:11]=[CH:10][CH:9]=[CH:8][C:7]=2[CH2:6][CH2:5][CH2:4]1. (7) Given the reactants Cl[C:2]1[N:7]=[C:6]([NH:8][C:9]2[CH:14]=[CH:13][C:12]([O:15][CH3:16])=[C:11]([Cl:17])[CH:10]=2)[N:5]=[C:4]([NH:18][CH:19]2[CH2:25][CH2:24][CH2:23][CH2:22][CH2:21][CH2:20]2)[N:3]=1.[C:26]([O:30][C:31](=[O:36])[NH:32][CH2:33][CH2:34][NH2:35])([CH3:29])([CH3:28])[CH3:27].[OH-].[Na+].OP([O-])(O)=O.[K+], predict the reaction product. The product is: [C:26]([O:30][C:31](=[O:36])[NH:32][CH2:33][CH2:34][NH:35][C:2]1[N:7]=[C:6]([NH:8][C:9]2[CH:14]=[CH:13][C:12]([O:15][CH3:16])=[C:11]([Cl:17])[CH:10]=2)[N:5]=[C:4]([NH:18][CH:19]2[CH2:25][CH2:24][CH2:23][CH2:22][CH2:21][CH2:20]2)[N:3]=1)([CH3:29])([CH3:27])[CH3:28]. (8) Given the reactants Cl[C:2]1[N:3]([CH3:24])[C:4](=[O:23])[C:5]([NH:14][C:15](=[O:22])[C:16]2[CH:21]=[CH:20][CH:19]=[CH:18][CH:17]=2)=[C:6]([C:8]2[CH:13]=[CH:12][N:11]=[CH:10][CH:9]=2)[N:7]=1.[C:25]1([CH2:31][C@H:32]([NH2:35])[CH2:33][NH2:34])[CH:30]=[CH:29][CH:28]=[CH:27][CH:26]=1.C(N(C(C)C)CC)(C)C, predict the reaction product. The product is: [NH2:35][C@@H:32]([CH2:31][C:25]1[CH:30]=[CH:29][CH:28]=[CH:27][CH:26]=1)[CH2:33][NH:34][C:2]1[N:3]([CH3:24])[C:4](=[O:23])[C:5]([NH:14][C:15](=[O:22])[C:16]2[CH:21]=[CH:20][CH:19]=[CH:18][CH:17]=2)=[C:6]([C:8]2[CH:13]=[CH:12][N:11]=[CH:10][CH:9]=2)[N:7]=1. (9) Given the reactants [C:1]1([N:7]2[CH:11]=[C:10]([C:12]3[CH2:13][CH2:14][N:15]([C:18]([O:20][C:21]([CH3:24])([CH3:23])[CH3:22])=[O:19])[CH2:16][CH:17]=3)[N:9]=[N:8]2)[CH:6]=[CH:5][CH:4]=[CH:3][CH:2]=1.[H][H], predict the reaction product. The product is: [C:1]1([N:7]2[CH:11]=[C:10]([CH:12]3[CH2:17][CH2:16][N:15]([C:18]([O:20][C:21]([CH3:24])([CH3:23])[CH3:22])=[O:19])[CH2:14][CH2:13]3)[N:9]=[N:8]2)[CH:2]=[CH:3][CH:4]=[CH:5][CH:6]=1.